Dataset: Reaction yield outcomes from USPTO patents with 853,638 reactions. Task: Predict the reaction yield, written as a fraction of the theoretical maximum amount of product (1.0 means a 100% yield; for example, 0.34 means a 34% yield). The reactants are [Cl:1][C:2]1[C:3]([C:9]2[C:10]([C:19]3[CH:24]=[CH:23][C:22]([Cl:25])=[C:21]([OH:26])[CH:20]=3)=[N:11][C:12]([C:15]([O:17][CH3:18])=[O:16])=[CH:13][CH:14]=2)=[N:4][CH:5]=[C:6]([Cl:8])[CH:7]=1.Cl.Cl[CH2:29][CH2:30][CH2:31][N:32]([CH3:34])[CH3:33].C(=O)([O-])[O-].[Cs+].[Cs+]. The catalyst is CN(C=O)C. The product is [Cl:1][C:2]1[C:3]([C:9]2[C:10]([C:19]3[CH:24]=[CH:23][C:22]([Cl:25])=[C:21]([O:26][CH2:29][CH2:30][CH2:31][N:32]([CH3:34])[CH3:33])[CH:20]=3)=[N:11][C:12]([C:15]([O:17][CH3:18])=[O:16])=[CH:13][CH:14]=2)=[N:4][CH:5]=[C:6]([Cl:8])[CH:7]=1. The yield is 0.800.